Dataset: Full USPTO retrosynthesis dataset with 1.9M reactions from patents (1976-2016). Task: Predict the reactants needed to synthesize the given product. (1) Given the product [CH3:25][C:26]1([CH3:33])[O:30][C@H:29]([CH2:31][O:32][CH2:15][O:14][C:12]([C:9]2[CH:10]=[C:11]3[CH:3]=[CH:4][NH:5][C:6]3=[CH:7][N:8]=2)=[O:13])[CH2:28][O:27]1, predict the reactants needed to synthesize it. The reactants are: ClC[C:3]1[C:11]2[C:6](=[CH:7][N:8]=[C:9]([C:12]([O:14][CH3:15])=[O:13])[CH:10]=2)[N:5](CC2C=CC(F)=CC=2F)[CH:4]=1.[CH3:25][C:26]1([CH3:33])[O:30][C@H:29]([CH2:31][OH:32])[CH2:28][O:27]1.CCN(C(C)C)C(C)C. (2) Given the product [N+:16]([C:15]1[CH:14]=[CH:13][C:12]([CH3:19])=[CH:11][C:10]=1[O:8][CH2:7][CH:2]1[CH2:3][CH2:4][CH2:5][CH2:6][O:1]1)([O-:18])=[O:17].[CH3:20][C:21]1[CH:27]=[CH:26][C:24]([NH:25][C:7]([NH:36][C:37]2[S:38][CH:39]=[CH:40][N:41]=2)=[O:8])=[C:23]([O:28][CH2:29][CH:30]2[CH2:35][CH2:34][CH2:33][CH2:32][O:31]2)[CH:22]=1, predict the reactants needed to synthesize it. The reactants are: [O:1]1[CH2:6][CH2:5][CH2:4][CH2:3][CH:2]1[CH2:7][OH:8].F[C:10]1[CH:11]=[C:12]([CH3:19])[CH:13]=[CH:14][C:15]=1[N+:16]([O-:18])=[O:17].[CH3:20][C:21]1[CH:27]=[CH:26][C:24]([NH2:25])=[C:23]([O:28][CH2:29][CH:30]2[CH2:35][CH2:34][CH2:33][CH2:32][O:31]2)[CH:22]=1.[NH2:36][C:37]1[S:38][CH:39]=[CH:40][N:41]=1. (3) Given the product [CH2:32]([NH:39][C:40](=[O:48])[C:41](=[O:47])[C@@H:42]([NH:46][C:29]([C@@H:13]1[CH2:12][C@@H:11]([S:8]([C:3]2[CH:4]=[CH:5][CH:6]=[CH:7][C:2]=2[Cl:1])(=[O:10])=[O:9])[CH2:15][N:14]1[C:16]([C:18]1([C:21]2[C:26]([F:27])=[CH:25][C:24]([Cl:28])=[CH:23][N:22]=2)[CH2:19][CH2:20]1)=[O:17])=[O:30])[CH2:43][CH2:44][CH3:45])[C:33]1[CH:38]=[CH:37][CH:36]=[CH:35][CH:34]=1, predict the reactants needed to synthesize it. The reactants are: [Cl:1][C:2]1[CH:7]=[CH:6][CH:5]=[CH:4][C:3]=1[S:8]([C@H:11]1[CH2:15][N:14]([C:16]([C:18]2([C:21]3[C:26]([F:27])=[CH:25][C:24]([Cl:28])=[CH:23][N:22]=3)[CH2:20][CH2:19]2)=[O:17])[C@H:13]([C:29](O)=[O:30])[CH2:12]1)(=[O:10])=[O:9].[CH2:32]([NH:39][C:40](=[O:48])[C:41](=[O:47])[C@@H:42]([NH2:46])[CH2:43][CH2:44][CH3:45])[C:33]1[CH:38]=[CH:37][CH:36]=[CH:35][CH:34]=1. (4) Given the product [CH2:1]([O:8][NH:9][C@H:10]1[CH2:15][N:14]([C:16]([O:18][C:19]([CH3:21])([CH3:22])[CH3:20])=[O:17])[C@H:13]([C:23]([O:25][N:27]2[C:35](=[O:36])[C:34]3[C:29](=[CH:30][CH:31]=[CH:32][CH:33]=3)[C:28]2=[O:37])=[O:24])[CH2:12][CH2:11]1)[C:2]1[CH:3]=[CH:4][CH:5]=[CH:6][CH:7]=1, predict the reactants needed to synthesize it. The reactants are: [CH2:1]([O:8][NH:9][C@H:10]1[CH2:15][N:14]([C:16]([O:18][C:19]([CH3:22])([CH3:21])[CH3:20])=[O:17])[C@H:13]([C:23]([OH:25])=[O:24])[CH2:12][CH2:11]1)[C:2]1[CH:7]=[CH:6][CH:5]=[CH:4][CH:3]=1.O[N:27]1[C:35](=[O:36])[C:34]2[C:29](=[CH:30][CH:31]=[CH:32][CH:33]=2)[C:28]1=[O:37].Cl.C(N=C=NCCCN(C)C)C. (5) Given the product [Cl:1][C:2]1[C:3]([Cl:22])=[CH:4][C:5]2[CH2:11][S:10](=[O:12])(=[O:13])[N:9]([CH2:23][CH3:24])[N:8]=[C:7]([C:14]3[CH:15]=[CH:16][C:17]([F:20])=[CH:18][CH:19]=3)[C:6]=2[CH:21]=1, predict the reactants needed to synthesize it. The reactants are: [Cl:1][C:2]1[C:3]([Cl:22])=[CH:4][C:5]2[CH2:11][S:10](=[O:13])(=[O:12])[NH:9][N:8]=[C:7]([C:14]3[CH:19]=[CH:18][C:17]([F:20])=[CH:16][CH:15]=3)[C:6]=2[CH:21]=1.[CH2:23](I)[CH3:24]. (6) The reactants are: [O:1]([CH2:8][CH2:9]O)[C:2]1[CH:7]=[CH:6][CH:5]=[CH:4][CH:3]=1.[OH:11][C:12]1[CH:13]=[C:14]([CH:18]2[CH2:21][C:20]3([CH2:26][CH2:25][N:24]([C:27](OC(C)(C)C)=[O:28])[CH2:23][CH2:22]3)[CH2:19]2)[CH:15]=[CH:16][CH:17]=1.C1(OC(=O)[NH:42][C:43]2[O:47][N:46]=[C:45]([CH3:48])[C:44]=2[CH3:49])C=CC=CC=1. Given the product [CH3:48][C:45]1[C:44]([CH3:49])=[C:43]([NH:42][C:27]([N:24]2[CH2:23][CH2:22][C:20]3([CH2:21][CH:18]([C:14]4[CH:15]=[CH:16][CH:17]=[C:12]([O:11][CH2:9][CH2:8][O:1][C:2]5[CH:3]=[CH:4][CH:5]=[CH:6][CH:7]=5)[CH:13]=4)[CH2:19]3)[CH2:26][CH2:25]2)=[O:28])[O:47][N:46]=1, predict the reactants needed to synthesize it. (7) Given the product [Ni:23]([Br:25])[Br:24].[N:1]1[CH:6]=[CH:5][CH:4]=[CH:3][C:2]=1[CH:7]=[N:8][C@@H:9]1[CH2:14][CH2:13][CH2:12][CH2:11][C@H:10]1[N:15]=[CH:16][C:17]1[CH:22]=[CH:21][CH:20]=[CH:19][N:18]=1, predict the reactants needed to synthesize it. The reactants are: [N:1]1[CH:6]=[CH:5][CH:4]=[CH:3][C:2]=1[CH:7]=[N:8][C@@H:9]1[CH2:14][CH2:13][CH2:12][CH2:11][C@H:10]1[N:15]=[CH:16][C:17]1[CH:22]=[CH:21][CH:20]=[CH:19][N:18]=1.[Ni:23]([Br:25])[Br:24]. (8) The reactants are: [F:1][C:2]1[CH:3]=[C:4]([NH:24][C:25](=[O:38])[CH2:26][C:27]([NH:29][C:30]2[CH:35]=[CH:34][CH:33]=[CH:32][C:31]=2[O:36]C)=[O:28])[CH:5]=[CH:6][C:7]=1[O:8][C:9]1[CH:14]=[CH:13][N:12]=[C:11]2[CH:15]=[C:16]([C:18]3[N:22]([CH3:23])[CH:21]=[N:20][CH:19]=3)[S:17][C:10]=12.B(Br)(Br)Br. Given the product [F:1][C:2]1[CH:3]=[C:4]([NH:24][C:25](=[O:38])[CH2:26][C:27]([NH:29][C:30]2[CH:35]=[CH:34][CH:33]=[CH:32][C:31]=2[OH:36])=[O:28])[CH:5]=[CH:6][C:7]=1[O:8][C:9]1[CH:14]=[CH:13][N:12]=[C:11]2[CH:15]=[C:16]([C:18]3[N:22]([CH3:23])[CH:21]=[N:20][CH:19]=3)[S:17][C:10]=12, predict the reactants needed to synthesize it. (9) Given the product [Cl:7][C:8]1[CH:13]=[C:12]([N:4]2[CH:3]=[C:2]([F:1])[CH:6]=[N:5]2)[N:11]=[CH:10][N:9]=1, predict the reactants needed to synthesize it. The reactants are: [F:1][C:2]1[CH:3]=[N:4][NH:5][CH:6]=1.[Cl:7][C:8]1[CH:13]=[C:12](Cl)[N:11]=[CH:10][N:9]=1.C([O-])([O-])=O.[K+].[K+].